From a dataset of Reaction yield outcomes from USPTO patents with 853,638 reactions. Predict the reaction yield, written as a fraction of the theoretical maximum amount of product (1.0 means a 100% yield; for example, 0.34 means a 34% yield). (1) The reactants are [N:1]1([C:7]2[N:15]=[C:14]3[C:10]([NH:11][CH:12]=[N:13]3)=[C:9]([N:16]3[CH2:21][CH2:20][O:19][CH2:18][CH2:17]3)[N:8]=2)[CH2:6][CH2:5][O:4][CH2:3][CH2:2]1.[H-].[Na+].[CH3:24][Si:25]([CH3:32])([CH3:31])[CH2:26][CH2:27][O:28][CH2:29]Cl.O. The catalyst is CN(C=O)C.C(OCC)(=O)C. The product is [N:1]1([C:7]2[N:15]=[C:14]3[C:10]([N:11]([CH2:29][O:28][CH2:27][CH2:26][Si:25]([CH3:32])([CH3:31])[CH3:24])[CH:12]=[N:13]3)=[C:9]([N:16]3[CH2:17][CH2:18][O:19][CH2:20][CH2:21]3)[N:8]=2)[CH2:6][CH2:5][O:4][CH2:3][CH2:2]1. The yield is 0.780. (2) The reactants are [Cl:1][C:2]1[C:7]([OH:8])=[CH:6][CH:5]=[CH:4][N:3]=1.[C:9]([O-])(O)=[O:10].[Na+].C=O.Cl. The catalyst is O. The product is [Cl:1][C:2]1[C:7]([OH:8])=[CH:6][CH:5]=[C:4]([CH2:9][OH:10])[N:3]=1. The yield is 0.810. (3) The reactants are [Br:1][C:2]1[CH:3]=[C:4]2[C:8](=[C:9]([N+:11]([O-])=O)[CH:10]=1)[NH:7][C:6]([C:14]1[S:15][CH:16]([CH2:19][N:20]3[CH2:25][CH2:24][O:23][CH2:22][CH2:21]3)[CH2:17][N:18]=1)=[CH:5]2.[Cl-].[Ca+2].[Cl-].C(O)C.O1CCCC1. The catalyst is [Fe].O. The product is [Br:1][C:2]1[CH:3]=[C:4]2[C:8](=[C:9]([NH2:11])[CH:10]=1)[NH:7][C:6]([C:14]1[S:15][CH:16]([CH2:19][N:20]3[CH2:21][CH2:22][O:23][CH2:24][CH2:25]3)[CH2:17][N:18]=1)=[CH:5]2. The yield is 0.220. (4) The reactants are [Br:1][CH2:2][CH2:3][CH2:4][CH2:5][CH2:6][C:7]1[CH:12]=[CH:11][C:10]([C:13]2[CH:18]=[CH:17][CH:16]=[CH:15][CH:14]=2)=[CH:9][CH:8]=1.[N:19]1[CH:24]=[CH:23][CH:22]=[C:21]([CH3:25])[CH:20]=1. No catalyst specified. The product is [Br-:1].[C:10]1([C:13]2[CH:18]=[CH:17][CH:16]=[CH:15][CH:14]=2)[CH:11]=[CH:12][C:7]([CH2:6][CH2:5][CH2:4][CH2:3][CH2:2][N+:19]2[CH:24]=[CH:23][CH:22]=[C:21]([CH3:25])[CH:20]=2)=[CH:8][CH:9]=1. The yield is 0.900. (5) The reactants are [Br:1][C:2]1[CH:3]=[CH:4][C:5](F)=[C:6]([CH:9]=1)[CH:7]=[O:8].[CH3:11][CH:12]1[CH2:17][CH2:16][CH2:15][CH2:14][NH:13]1.C(=O)([O-])[O-].[Na+].[Na+]. The catalyst is CS(C)=O.O. The product is [Br:1][C:2]1[CH:3]=[CH:4][C:5]([N:13]2[CH2:14][CH2:15][CH2:16][CH2:17][CH:12]2[CH3:11])=[C:6]([CH:9]=1)[CH:7]=[O:8]. The yield is 0.890. (6) The reactants are [Br:1][CH2:2][C:3]1[CH:12]=[CH:11][C:10]2[C:5](=[CH:6][CH:7]=[C:8](F)[CH:9]=2)[N:4]=1.[C:14]([O:18][C:19]([O:21]C1C=C2C(=CC=1)N=C(C)C=C2)=[O:20])([CH3:17])([CH3:16])[CH3:15]. No catalyst specified. The product is [Br:1][CH2:2][C:3]1[CH:12]=[CH:11][C:10]2[C:5](=[CH:6][CH:7]=[C:8]([O:21][C:19]([O:18][C:14]([CH3:17])([CH3:16])[CH3:15])=[O:20])[CH:9]=2)[N:4]=1. The yield is 0.540. (7) The reactants are [N:1]1[CH:6]=[CH:5][CH:4]=[CH:3][C:2]=1[C:7]1[NH:11][CH:10]=[C:9]([CH:12]=[O:13])[CH:8]=1.[H-].[Na+].C1OCCOCCOCCOCCOC1.[F:31][C:32]1[CH:33]=[C:34]([S:39](Cl)(=[O:41])=[O:40])[CH:35]=[CH:36][C:37]=1[F:38]. The catalyst is O1CCCC1.[Cl-].[Na+].O. The product is [F:31][C:32]1[CH:33]=[C:34]([S:39]([N:11]2[C:7]([C:2]3[CH:3]=[CH:4][CH:5]=[CH:6][N:1]=3)=[CH:8][C:9]([CH:12]=[O:13])=[CH:10]2)(=[O:40])=[O:41])[CH:35]=[CH:36][C:37]=1[F:38]. The yield is 0.700. (8) The product is [CH3:30][N:28]([CH3:29])[C:25]([C:22]1[N:20]2[CH:21]=[C:16]([O:14][C@H:7]3[C:8]4[C:13](=[CH:12][CH:11]=[CH:10][CH:9]=4)[C@@H:4]([NH2:3])[CH2:5][CH2:6]3)[CH:17]=[CH:18][C:19]2=[N:24][N:23]=1)([CH3:27])[CH3:26]. The yield is 0.470. The catalyst is CN(C=O)C.CO.C(Cl)Cl. The reactants are [H-].[Na+].[NH2:3][C@@H:4]1[C:13]2[C:8](=[CH:9][CH:10]=[CH:11][CH:12]=2)[C@H:7]([OH:14])[CH2:6][CH2:5]1.F[C:16]1[CH:17]=[CH:18][C:19]2[N:20]([C:22]([C:25]([N:28]([CH3:30])[CH3:29])([CH3:27])[CH3:26])=[N:23][N:24]=2)[CH:21]=1.N. (9) The reactants are [C:1](O)(=O)C.FC(F)(F)C(O)=O.[CH3:12][O:13][C:14]1[CH:15]=[C:16]([CH2:22][CH2:23][NH2:24])[CH:17]=[CH:18][C:19]=1[O:20][CH3:21].C1N2CN3CN(C2)CN1C3. The catalyst is O. The product is [CH3:12][O:13][C:14]1[CH:15]=[C:16]2[C:17](=[CH:18][C:19]=1[O:20][CH3:21])[CH:1]=[N:24][CH2:23][CH2:22]2. The yield is 0.950. (10) The reactants are N1C=CN=C1.[Si:6](Cl)([C:9]([CH3:12])([CH3:11])[CH3:10])([CH3:8])[CH3:7].[OH:14][CH2:15][CH2:16][C:17]#[N:18]. The catalyst is CN(C=O)C. The product is [Si:6]([O:14][CH2:15][CH2:16][C:17]#[N:18])([C:9]([CH3:12])([CH3:11])[CH3:10])([CH3:8])[CH3:7]. The yield is 0.750.